Dataset: Peptide-MHC class I binding affinity with 185,985 pairs from IEDB/IMGT. Task: Regression. Given a peptide amino acid sequence and an MHC pseudo amino acid sequence, predict their binding affinity value. This is MHC class I binding data. (1) The peptide sequence is GLYIPGTSVI. The MHC is HLA-A02:03 with pseudo-sequence HLA-A02:03. The binding affinity (normalized) is 1.00. (2) The peptide sequence is PELGAFFAI. The MHC is HLA-A24:03 with pseudo-sequence HLA-A24:03. The binding affinity (normalized) is 0.0847. (3) The peptide sequence is KLGNLLLLI. The MHC is HLA-A32:01 with pseudo-sequence HLA-A32:01. The binding affinity (normalized) is 1.00. (4) The peptide sequence is KIISEIGQL. The MHC is HLA-B40:01 with pseudo-sequence HLA-B40:01. The binding affinity (normalized) is 0.0847. (5) The peptide sequence is NVNKLMEEY. The MHC is HLA-A03:01 with pseudo-sequence HLA-A03:01. The binding affinity (normalized) is 0.115. (6) The peptide sequence is RDYVDRFYKTL. The MHC is HLA-B44:02 with pseudo-sequence HLA-B44:02. The binding affinity (normalized) is 0.103.